This data is from HIV replication inhibition screening data with 41,000+ compounds from the AIDS Antiviral Screen. The task is: Binary Classification. Given a drug SMILES string, predict its activity (active/inactive) in a high-throughput screening assay against a specified biological target. (1) The molecule is CCOc1ccc(NC2=CC(=O)C(=O)c3ccccc32)cc1. The result is 0 (inactive). (2) The compound is COc1ccc2nc3cccc([N+](=O)[O-])c3c(NCCNCCN(C)C)c2c1. The result is 0 (inactive). (3) The drug is CCOC(=O)C1(Cc2c[nH]c3ccccc23)C(O)CCCN1C(C)=O. The result is 0 (inactive). (4) The compound is CC(C)=CCc1c(O)cc(O)c2c1OC(c1cc3c(cc1O)OC(c1ccc(O)cc1)C3c1cc(O)cc(O)c1)CC2=O. The result is 0 (inactive). (5) The compound is O=C(Nc1ccc(Cl)cc1)NS(=O)(=O)c1coc2ccccc2c1=O. The result is 0 (inactive). (6) The compound is COC1C=C(NCC2(CO)CCC2)NC(=N)N1. The result is 0 (inactive).